Dataset: Catalyst prediction with 721,799 reactions and 888 catalyst types from USPTO. Task: Predict which catalyst facilitates the given reaction. (1) Reactant: ClC(Cl)(Cl)C(Cl)(Cl)Cl.C1(P(C2C=CC=CC=2)C2C=CC=CC=2)C=CC=CC=1.C(N(CC)CC)C.[C:35]([NH:38][CH:39]1[C:43](=[O:44])[CH2:42][N:41]([C:45]([O:47][C:48]([CH3:51])([CH3:50])[CH3:49])=[O:46])[CH2:40]1)(=O)[CH3:36].C([O-])(O)=O.[Na+]. Product: [CH3:36][C:35]1[O:44][C:43]2[CH2:42][N:41]([C:45]([O:47][C:48]([CH3:51])([CH3:50])[CH3:49])=[O:46])[CH2:40][C:39]=2[N:38]=1. The catalyst class is: 2. (2) Reactant: [NH2:1][C:2]1[CH:10]=[CH:9][C:8]([S:11][CH3:12])=[CH:7][C:3]=1[C:4]([OH:6])=[O:5].ClCCCl.[F:17][C:18]([F:23])([F:22])[CH2:19][CH:20]=O.C(O[BH-](OC(=O)C)OC(=O)C)(=O)C.[Na+]. Product: [CH3:12][S:11][C:8]1[CH:9]=[CH:10][C:2]([NH:1][CH2:20][CH2:19][C:18]([F:23])([F:22])[F:17])=[C:3]([CH:7]=1)[C:4]([OH:6])=[O:5]. The catalyst class is: 322. (3) Reactant: CC1C=CC(S(O[CH2:12][C@@H:13]2[O:25][C:24]3[C:20]4=[CH:21][O:22][N:23]=[C:19]4[CH:18]=[CH:17][C:16]=3[O:15][CH2:14]2)(=O)=O)=CC=1.[NH:26]1[CH2:31][CH:30]=[C:29]([C:32]2[C:40]3[C:35](=[CH:36][CH:37]=[CH:38][CH:39]=3)[NH:34][CH:33]=2)[CH2:28][CH2:27]1. Product: [NH:34]1[C:35]2[C:40](=[CH:39][CH:38]=[CH:37][CH:36]=2)[C:32]([C:29]2[CH2:30][CH2:31][N:26]([CH2:12][CH:13]3[O:25][C:24]4[C:20]5=[CH:21][O:22][N:23]=[C:19]5[CH:18]=[CH:17][C:16]=4[O:15][CH2:14]3)[CH2:27][CH:28]=2)=[CH:33]1. The catalyst class is: 16. (4) Reactant: [OH:1][C:2]1[C:10]([CH3:11])=[CH:9][CH:8]=[CH:7][C:3]=1[C:4]([OH:6])=[O:5].S(=O)(=O)(O)O.[C:17]([O-])(O)=O.[Na+]. Product: [OH:1][C:2]1[C:10]([CH3:11])=[CH:9][CH:8]=[CH:7][C:3]=1[C:4]([O:6][CH3:17])=[O:5]. The catalyst class is: 5.